This data is from Catalyst prediction with 721,799 reactions and 888 catalyst types from USPTO. The task is: Predict which catalyst facilitates the given reaction. (1) Reactant: [F:1][C:2]1[CH:7]=[CH:6][CH:5]=[CH:4][C:3]=1[NH:8][C:9](=[O:20])[C:10]1[CH:15]=[CH:14][C:13]([N+:16]([O-])=O)=[CH:12][C:11]=1[OH:19]. Product: [NH2:16][C:13]1[CH:14]=[CH:15][C:10]([C:9]([NH:8][C:3]2[CH:4]=[CH:5][CH:6]=[CH:7][C:2]=2[F:1])=[O:20])=[C:11]([OH:19])[CH:12]=1. The catalyst class is: 582. (2) Reactant: Br[C:2]1[CH:7]=[CH:6][C:5]([Br:8])=[CH:4][CH:3]=1.[Li]CCCC.[F:14][C:15]([F:20])([F:19])[C:16](=[O:18])[CH3:17]. Product: [Br:8][C:5]1[CH:6]=[CH:7][C:2]([C:16]([OH:18])([CH3:17])[C:15]([F:20])([F:19])[F:14])=[CH:3][CH:4]=1. The catalyst class is: 28. (3) Reactant: C([O:3][C:4](=[O:31])[CH2:5][CH:6]1[C:15]2[C:10](=[CH:11][C:12]([O:16][CH2:17][C:18]3[CH:23]=[CH:22][CH:21]=[C:20]([O:24][C:25]4[CH:30]=[CH:29][CH:28]=[CH:27][CH:26]=4)[CH:19]=3)=[CH:13][CH:14]=2)[CH2:9][CH2:8][CH2:7]1)C.C(O)C.[OH-].[Na+].C(O)(=O)CC(CC(O)=O)(C(O)=O)O. Product: [O:24]([C:20]1[CH:19]=[C:18]([CH:23]=[CH:22][CH:21]=1)[CH2:17][O:16][C:12]1[CH:11]=[C:10]2[C:15](=[CH:14][CH:13]=1)[CH:6]([CH2:5][C:4]([OH:31])=[O:3])[CH2:7][CH2:8][CH2:9]2)[C:25]1[CH:26]=[CH:27][CH:28]=[CH:29][CH:30]=1. The catalyst class is: 132. (4) Reactant: C(O[CH2:9][C:10]1[C:11](OC)=[N:12][CH:13]=[CH:14][C:15]=1[C@@:16]([OH:23])([CH2:21][CH3:22])[CH2:17][C:18](O)=[O:19])C1C=CC=CC=1.Br. Product: [CH2:21]([C@:16]1([OH:23])[C:15]2[CH:14]=[CH:13][NH:12][CH2:11][C:10]=2[CH2:9][O:19][CH2:18][CH2:17]1)[CH3:22]. The catalyst class is: 57. (5) Reactant: [Br:1][C:2]1[CH:7]=[CH:6][C:5]([N:8]=[C:9]=[O:10])=[CH:4][CH:3]=1.[N-:11]=[N+:12]=[N-:13].[Na+].[Cl-].[Cl-].[Cl-].[Al+3]. Product: [Br:1][C:2]1[CH:7]=[CH:6][C:5]([N:8]2[C:9](=[O:10])[NH:13][N:12]=[N:11]2)=[CH:4][CH:3]=1. The catalyst class is: 1. (6) The catalyst class is: 13. Reactant: [Cl:1][C:2]1[CH:29]=[CH:28][C:5]([CH2:6][NH:7][C:8]([C:10]2[C:11](=[O:27])[C:12]3[C:13]4[N:14]([CH:26]=2)[CH2:15][C:16](=[O:25])[N:17]([CH3:24])[C:18]=4[CH:19]=[C:20]([CH2:22]Cl)[CH:21]=3)=[O:9])=[CH:4][CH:3]=1.[CH3:30][NH:31][CH2:32][CH:33]([OH:43])[C:34]1[CH:39]=[CH:38][C:37]([OH:40])=[C:36]([O:41][CH3:42])[CH:35]=1.Cl.CN(C=O)C. Product: [Cl:1][C:2]1[CH:29]=[CH:28][C:5]([CH2:6][NH:7][C:8]([C:10]2[C:11](=[O:27])[C:12]3[C:13]4[N:14]([CH:26]=2)[CH2:15][C:16](=[O:25])[N:17]([CH3:24])[C:18]=4[CH:19]=[C:20]([CH2:22][N:31]([CH2:32][CH:33]([OH:43])[C:34]2[CH:39]=[CH:38][C:37]([OH:40])=[C:36]([O:41][CH3:42])[CH:35]=2)[CH3:30])[CH:21]=3)=[O:9])=[CH:4][CH:3]=1. (7) Reactant: [O:1]1[CH2:5][CH2:4][CH2:3][CH:2]1[CH2:6][CH:7]=[O:8].[Br:9]C1(Br)C(=O)NC(=O)NC1=O.Br. The catalyst class is: 2. Product: [Br:9][CH:6]([CH:2]1[CH2:3][CH2:4][CH2:5][O:1]1)[CH:7]=[O:8].